From a dataset of Forward reaction prediction with 1.9M reactions from USPTO patents (1976-2016). Predict the product of the given reaction. (1) Given the reactants [Si:1]([O:8][CH:9]1[C:13]2([CH2:15][CH2:14]2)[C:12](=[O:16])[NH:11][C@H:10]1[CH3:17])([C:4]([CH3:7])([CH3:6])[CH3:5])([CH3:3])[CH3:2].Br[C:19]1[CH:26]=[CH:25][C:22]([C:23]#[N:24])=[C:21]([O:27][CH3:28])[CH:20]=1.C(=O)([O-])[O-].[Cs+].[Cs+].C1(P(C2C=CC=CC=2)C2C3OC4C(=CC=CC=4P(C4C=CC=CC=4)C4C=CC=CC=4)C(C)(C)C=3C=CC=2)C=CC=CC=1, predict the reaction product. The product is: [Si:1]([O:8][C@@H:9]1[C:13]2([CH2:14][CH2:15]2)[C:12](=[O:16])[N:11]([C:19]2[CH:26]=[CH:25][C:22]([C:23]#[N:24])=[C:21]([O:27][CH3:28])[CH:20]=2)[C@H:10]1[CH3:17])([C:4]([CH3:7])([CH3:6])[CH3:5])([CH3:3])[CH3:2]. (2) Given the reactants [Br:1][C:2]1[C:7]([CH3:8])=[CH:6][C:5]([C:9]2[C:18]3[C:13](=[CH:14][C:15]([S:19](OC4C(F)=C(F)C(F)=C(F)C=4F)(=[O:21])=[O:20])=[CH:16][CH:17]=3)[N:12]=[CH:11][N:10]=2)=[C:4]([O:34][CH3:35])[CH:3]=1.[N:36]1[CH:41]=[CH:40][CH:39]=[N:38][C:37]=1[NH2:42].C1COCC1.C[Si]([N-][Si](C)(C)C)(C)C.[Li+], predict the reaction product. The product is: [Br:1][C:2]1[C:7]([CH3:8])=[CH:6][C:5]([C:9]2[C:18]3[C:13](=[CH:14][C:15]([S:19]([NH:42][C:37]4[N:38]=[CH:39][CH:40]=[CH:41][N:36]=4)(=[O:21])=[O:20])=[CH:16][CH:17]=3)[N:12]=[CH:11][N:10]=2)=[C:4]([O:34][CH3:35])[CH:3]=1. (3) Given the reactants [CH2:1]([C:3]1[CH:4]=[C:5]2[C:9](=[CH:10][C:11]=1[CH2:12][CH3:13])[CH2:8][CH:7]([NH:14][CH2:15][C@@H:16]([C:18]1[CH:27]=[CH:26][C:25]([OH:28])=[C:24]3[C:19]=1[CH:20]=[CH:21][C:22](=[O:29])[NH:23]3)[OH:17])[CH2:6]2)[CH3:2].[C:30]([OH:37])(=[O:36])/[CH:31]=[CH:32]/[C:33]([OH:35])=[O:34], predict the reaction product. The product is: [C:30]([OH:37])(=[O:36])/[CH:31]=[CH:32]/[C:33]([OH:35])=[O:34].[CH2:12]([C:11]1[CH:10]=[C:9]2[C:5](=[CH:4][C:3]=1[CH2:1][CH3:2])[CH2:6][CH:7]([NH:14][CH2:15][C@@H:16]([C:18]1[CH:27]=[CH:26][C:25]([OH:28])=[C:24]3[C:19]=1[CH:20]=[CH:21][C:22](=[O:29])[NH:23]3)[OH:17])[CH2:8]2)[CH3:13]. (4) The product is: [C:1]([O:5][C:6]([NH:8][C@H:9]1[CH2:14][CH2:13][CH2:12][CH2:11][C@H:10]1[NH:15][C:16]1[N:21]=[C:20]([C:41]2[S:40][C:39]3[CH:46]=[CH:47][C:36]([F:35])=[CH:37][C:38]=3[CH:42]=2)[C:19]2[C:23](=[O:33])[N:24]([C:26]([O:28][C:29]([CH3:32])([CH3:31])[CH3:30])=[O:27])[CH2:25][C:18]=2[C:17]=1[F:34])=[O:7])([CH3:4])([CH3:3])[CH3:2]. Given the reactants [C:1]([O:5][C:6]([NH:8][C@H:9]1[CH2:14][CH2:13][CH2:12][CH2:11][C@H:10]1[NH:15][C:16]1[N:21]=[C:20](Cl)[C:19]2[C:23](=[O:33])[N:24]([C:26]([O:28][C:29]([CH3:32])([CH3:31])[CH3:30])=[O:27])[CH2:25][C:18]=2[C:17]=1[F:34])=[O:7])([CH3:4])([CH3:3])[CH3:2].[F:35][C:36]1[CH:47]=[CH:46][C:39]2[S:40][C:41](B(O)O)=[CH:42][C:38]=2[CH:37]=1, predict the reaction product. (5) Given the reactants [NH:1]1[C:9]2[C:4](=[CH:5][CH:6]=[CH:7][CH:8]=2)[C:3]([CH2:10][C:11]([O:13][CH2:14][CH3:15])=[O:12])=[N:2]1.C(=O)([O-])[O-].[Cs+].[Cs+].Br[CH2:23][C:24]1[CH:25]=[CH:26][C:27]([NH:30][C:31]([C:33]2[CH:42]=[CH:41][C:40]3[C:35](=[CH:36][CH:37]=[CH:38][CH:39]=3)[CH:34]=2)=[O:32])=[N:28][CH:29]=1, predict the reaction product. The product is: [CH:34]1[C:35]2[C:40](=[CH:39][CH:38]=[CH:37][CH:36]=2)[CH:41]=[CH:42][C:33]=1[C:31]([NH:30][C:27]1[N:28]=[CH:29][C:24]([CH2:23][N:1]2[C:9]3[C:4](=[CH:5][CH:6]=[CH:7][CH:8]=3)[C:3]([CH2:10][C:11]([O:13][CH2:14][CH3:15])=[O:12])=[N:2]2)=[CH:25][CH:26]=1)=[O:32].